Dataset: Forward reaction prediction with 1.9M reactions from USPTO patents (1976-2016). Task: Predict the product of the given reaction. (1) Given the reactants [OH:1][CH:2]([O:8][CH2:9][CH2:10][C:11]1[CH:16]=[CH:15][CH:14]=[CH:13][C:12]=1[O:17][CH3:18])[C:3]([O:5][CH2:6][CH3:7])=[O:4].N1C=CC=CC=1.[C:25](Cl)(=[O:27])[CH3:26], predict the reaction product. The product is: [C:25]([O:1][CH:2]([O:8][CH2:9][CH2:10][C:11]1[CH:16]=[CH:15][CH:14]=[CH:13][C:12]=1[O:17][CH3:18])[C:3]([O:5][CH2:6][CH3:7])=[O:4])(=[O:27])[CH3:26]. (2) The product is: [F:7]/[C:6](=[C:31](/[C:19]1[CH:20]=[C:21]2[C:26](=[CH:27][C:18]=1[O:17][CH3:16])[O:25][C:24]([CH3:29])([CH3:28])[CH:23]=[C:22]2[CH3:30])\[CH2:32][CH3:33])/[C:4]([O:3][CH2:2][CH3:1])=[O:5]. Given the reactants [CH3:1][CH2:2][O:3][C:4]([CH:6](P(OCC)(OCC)=O)[F:7])=[O:5].[CH3:16][O:17][C:18]1[CH:27]=[C:26]2[C:21]([C:22]([CH3:30])=[CH:23][C:24]([CH3:29])([CH3:28])[O:25]2)=[CH:20][C:19]=1[C:31](=O)[CH2:32][CH3:33], predict the reaction product.